This data is from Peptide-MHC class I binding affinity with 185,985 pairs from IEDB/IMGT. The task is: Regression. Given a peptide amino acid sequence and an MHC pseudo amino acid sequence, predict their binding affinity value. This is MHC class I binding data. The peptide sequence is RMAATAQVL. The MHC is BoLA-D18.4 with pseudo-sequence BoLA-D18.4. The binding affinity (normalized) is 0.240.